Dataset: Reaction yield outcomes from USPTO patents with 853,638 reactions. Task: Predict the reaction yield, written as a fraction of the theoretical maximum amount of product (1.0 means a 100% yield; for example, 0.34 means a 34% yield). (1) The reactants are [F:1][C:2]1[C:8]([F:9])=[CH:7][CH:6]=[CH:5][C:3]=1[NH2:4].[Cl:10][CH2:11][CH2:12][CH2:13][O:14][C:15]1[CH:24]=[C:23]2[C:18]([C:19]([NH:25][C:26]3[CH:30]=[C:29]([CH2:31][C:32](O)=[O:33])[NH:28][N:27]=3)=[N:20][CH:21]=[N:22]2)=[CH:17][CH:16]=1.P(Cl)(Cl)(Cl)=O.CCOCC. The catalyst is N1C=CC=CC=1.C(OCC)(=O)C. The product is [Cl:10][CH2:11][CH2:12][CH2:13][O:14][C:15]1[CH:24]=[C:23]2[C:18]([C:19]([NH:25][C:26]3[CH:30]=[C:29]([CH2:31][C:32]([NH:4][C:3]4[CH:5]=[CH:6][CH:7]=[C:8]([F:9])[C:2]=4[F:1])=[O:33])[NH:28][N:27]=3)=[N:20][CH:21]=[N:22]2)=[CH:17][CH:16]=1. The yield is 0.890. (2) The reactants are [OH-].[Na+].[CH3:3][N:4]1[C:8]2[CH:9]=[C:10]([C:13]([O:15]C)=[O:14])[CH:11]=[CH:12][C:7]=2[NH:6][C:5]1=[O:17]. The catalyst is CO. The product is [CH3:3][N:4]1[C:8]2[CH:9]=[C:10]([C:13]([OH:15])=[O:14])[CH:11]=[CH:12][C:7]=2[NH:6][C:5]1=[O:17]. The yield is 0.590.